Dataset: Catalyst prediction with 721,799 reactions and 888 catalyst types from USPTO. Task: Predict which catalyst facilitates the given reaction. (1) Reactant: Cl[C:2]1[C:3]([F:22])=[CH:4][C:5]2[C:6]([CH:21]=1)=[N:7][C:8]1[N:9]([NH:19][CH3:20])[CH:10]=[C:11]([C:16]([OH:18])=[O:17])[C:12](=[O:15])[C:13]=1[CH:14]=2.[F:23][C:24]1[CH:29]=[CH:28][C:27]([N:30]2[CH2:35][CH2:34][NH:33][CH2:32][CH2:31]2)=[CH:26][CH:25]=1.C(O)C. Product: [F:22][C:3]1[C:2]([N:33]2[CH2:32][CH2:31][N:30]([C:27]3[CH:26]=[CH:25][C:24]([F:23])=[CH:29][CH:28]=3)[CH2:35][CH2:34]2)=[CH:21][C:6]2=[N:7][C:8]3[N:9]([NH:19][CH3:20])[CH:10]=[C:11]([C:16]([OH:18])=[O:17])[C:12](=[O:15])[C:13]=3[CH:14]=[C:5]2[CH:4]=1. The catalyst class is: 17. (2) Reactant: [C:1]([O:5][C:6]([NH:8][CH2:9][C@H:10]1[CH2:15][CH2:14][C@H:13]([C:16]([NH:18][C@H:19]([C:37](=[O:50])[NH:38][C:39]2[CH:44]=[CH:43][C:42]([C:45]3[N:46]=[N:47][NH:48][N:49]=3)=[CH:41][CH:40]=2)[CH2:20][C:21]2[CH:26]=[CH:25][C:24]([C:27]3[CH:32]=[CH:31][C:30]([C:33](O)=[O:34])=[C:29]([Cl:36])[CH:28]=3)=[CH:23][CH:22]=2)=[O:17])[CH2:12][CH2:11]1)=[O:7])([CH3:4])([CH3:3])[CH3:2].[NH2:51][CH:52]1[CH2:57][CH2:56][N:55]([C:58]([O:60][C:61]([CH3:64])([CH3:63])[CH3:62])=[O:59])[CH2:54][CH2:53]1.C(N(CC)C(C)C)(C)C.F[P-](F)(F)(F)(F)F.CN(C(N(C)C)=[N+]1C2C(=NC=CC=2)[N+]([O-])=N1)C.Cl. Product: [C:1]([O:5][C:6]([NH:8][CH2:9][C@H:10]1[CH2:15][CH2:14][C@H:13]([C:16]([NH:18][C@H:19]([C:37](=[O:50])[NH:38][C:39]2[CH:44]=[CH:43][C:42]([C:45]3[N:46]=[N:47][NH:48][N:49]=3)=[CH:41][CH:40]=2)[CH2:20][C:21]2[CH:26]=[CH:25][C:24]([C:27]3[CH:32]=[CH:31][C:30]([C:33]([NH:51][CH:52]4[CH2:53][CH2:54][N:55]([C:58]([O:60][C:61]([CH3:64])([CH3:63])[CH3:62])=[O:59])[CH2:56][CH2:57]4)=[O:34])=[C:29]([Cl:36])[CH:28]=3)=[CH:23][CH:22]=2)=[O:17])[CH2:12][CH2:11]1)=[O:7])([CH3:4])([CH3:2])[CH3:3]. The catalyst class is: 18. (3) Reactant: C(OC(N1CCNC[C@@H]1C)=O)(C)(C)C.FC(F)(F)CCI.C(N(CC)CC)C.C(=O)([O-])O.[Na+].C(OC([N:41]1[CH2:46][CH2:45][N:44]([CH2:47][CH2:48][C:49]([F:52])([F:51])[F:50])[CH2:43][C@@H:42]1[CH3:53])=O)(C)(C)C.[F:54][C:55]([F:60])([F:59])[C:56]([OH:58])=[O:57]. Product: [F:54][C:55]([F:60])([F:59])[C:56]([OH:58])=[O:57].[CH3:53][C@@H:42]1[NH:41][CH2:46][CH2:45][N:44]([CH2:47][CH2:48][C:49]([F:52])([F:50])[F:51])[CH2:43]1. The catalyst class is: 245. (4) Reactant: [CH3:1][C:2]1[CH:11]=[CH:10][CH:9]=[C:8]2[C:3]=1[N:4]=[C:5]([C:15]1[CH:20]=[CH:19][CH:18]=[CH:17][CH:16]=1)[C:6]([C:12](=[O:14])[CH3:13])=[N:7]2.[BH4-].[Na+]. Product: [CH3:1][C:2]1[CH:11]=[CH:10][CH:9]=[C:8]2[C:3]=1[N:4]=[C:5]([C:15]1[CH:20]=[CH:19][CH:18]=[CH:17][CH:16]=1)[C:6]([CH:12]([OH:14])[CH3:13])=[N:7]2. The catalyst class is: 5. (5) Reactant: [C:1]([O:5][C:6]([NH:8][C@H:9]([C:14]([N:16]1[C@@H:23]([C:24]#[CH:25])[CH2:22][CH2:21][C@H:17]1[C:18](O)=[O:19])=[O:15])[CH2:10][CH:11]([CH3:13])[CH3:12])=[O:7])([CH3:4])([CH3:3])[CH3:2].C[N:27]1CCOCC1.ClC(OCC(C)C)=O.N. Product: [C:1]([O:5][C:6]([NH:8][C@H:9]([C:14]([N:16]1[C@@H:23]([C:24]#[CH:25])[CH2:22][CH2:21][C@H:17]1[C:18]([NH2:27])=[O:19])=[O:15])[CH2:10][CH:11]([CH3:13])[CH3:12])=[O:7])([CH3:3])([CH3:4])[CH3:2]. The catalyst class is: 1. (6) Reactant: [CH3:1][N:2]1[CH:6]=[C:5]([C:7](O)=[O:8])[C:4]([C:10]([F:13])([F:12])[F:11])=[N:3]1.O1CCCC1.S(Cl)(Cl)=O.[NH2:23][C:24]1[CH:25]=[C:26]([CH:43]=[CH:44][C:45]=1[CH3:46])[O:27][C:28]1[CH:29]=[CH:30][C:31]2[N:32]([N:34]=[C:35]([NH:37][C:38]([CH:40]3[CH2:42][CH2:41]3)=[O:39])[N:36]=2)[CH:33]=1. Product: [CH:40]1([C:38]([NH:37][C:35]2[N:36]=[C:31]3[CH:30]=[CH:29][C:28]([O:27][C:26]4[CH:43]=[CH:44][C:45]([CH3:46])=[C:24]([NH:23][C:7]([C:5]5[C:4]([C:10]([F:13])([F:12])[F:11])=[N:3][N:2]([CH3:1])[CH:6]=5)=[O:8])[CH:25]=4)=[CH:33][N:32]3[N:34]=2)=[O:39])[CH2:41][CH2:42]1. The catalyst class is: 402.